Dataset: Forward reaction prediction with 1.9M reactions from USPTO patents (1976-2016). Task: Predict the product of the given reaction. (1) Given the reactants [I:1][C:2]1[CH:3]=[C:4]([CH2:10]O)[CH:5]=[C:6]([CH2:8][OH:9])[CH:7]=1.Br.C([O-])([O-])=O.[Na+].[Na+].[C-:19]#[N:20].[K+], predict the reaction product. The product is: [OH:9][CH2:8][C:6]1[CH:5]=[C:4]([CH2:10][C:19]#[N:20])[CH:3]=[C:2]([I:1])[CH:7]=1. (2) The product is: [OH:19][C:13]1[C:14]([CH2:16][CH2:17][CH3:18])=[CH:15][C:10]([C:7]2[C:6]3[CH:24]=[CH:25][C:3]([OH:2])=[CH:4][C:5]=3[O:9][N:8]=2)=[C:11]([CH2:21][CH2:22][CH3:23])[CH:12]=1. Given the reactants C[O:2][C:3]1[CH:25]=[CH:24][C:6]2[C:7]([C:10]3[CH:15]=[C:14]([CH2:16][CH2:17][CH3:18])[C:13]([O:19]C)=[CH:12][C:11]=3[CH2:21][CH2:22][CH3:23])=[N:8][O:9][C:5]=2[CH:4]=1.B(Br)(Br)Br, predict the reaction product. (3) Given the reactants CS([C:4]1[N:5]=[CH:6][C:7]2[CH:13]=[CH:12][C:11](=[O:14])[N:10]([C:15]3[CH:20]=[CH:19][CH:18]=[CH:17][CH:16]=3)[C:8]=2[N:9]=1)=O.[CH2:21]([NH2:23])[CH3:22], predict the reaction product. The product is: [CH2:21]([NH:23][C:4]1[N:5]=[CH:6][C:7]2[CH:13]=[CH:12][C:11](=[O:14])[N:10]([C:15]3[CH:20]=[CH:19][CH:18]=[CH:17][CH:16]=3)[C:8]=2[N:9]=1)[CH3:22]. (4) Given the reactants [Br:1][C:2]1[CH:3]=[CH:4][C:5]([C:8]([NH:10][CH3:11])=O)=[N:6][CH:7]=1.COC1C=CC(P2(SP(C3C=CC(OC)=CC=3)(=S)S2)=[S:21])=CC=1, predict the reaction product. The product is: [Br:1][C:2]1[CH:3]=[CH:4][C:5]([C:8](=[S:21])[NH:10][CH3:11])=[N:6][CH:7]=1. (5) Given the reactants [NH2:1][N:2]1[N:11]=[C:10]([N:12]2[CH2:17][CH2:16][O:15][CH2:14][CH2:13]2)[C:9]2[C:4](=[CH:5][CH:6]=[CH:7][CH:8]=2)[C:3]1=[O:18].[O:19]1[CH2:23][CH2:22][CH:21]([CH2:24][C:25](O)=[O:26])[CH2:20]1, predict the reaction product. The product is: [N:12]1([C:10]2[C:9]3[C:4](=[CH:5][CH:6]=[CH:7][CH:8]=3)[C:3](=[O:18])[N:2]([NH:1][C:25](=[O:26])[CH2:24][CH:21]3[CH2:22][CH2:23][O:19][CH2:20]3)[N:11]=2)[CH2:17][CH2:16][O:15][CH2:14][CH2:13]1.